From a dataset of Full USPTO retrosynthesis dataset with 1.9M reactions from patents (1976-2016). Predict the reactants needed to synthesize the given product. (1) Given the product [OH:41][C@H:39]1[O:40][C@H:35]([CH2:34][OH:49])[C@H:36]([OH:48])[C@H:37]([OH:47])[C@H:38]1[OH:46].[P:7]([O:10][CH2:11][C@H:12]1[O:16][C@@H:15]([N:17]2[CH:18]=[C:19]([I:25])[C:20](=[O:21])[NH:22][C:23]2=[O:24])[C@H:14]([OH:26])[C@@H:13]1[OH:27])([O:9][P:42]([OH:44])([OH:43])=[O:41])(=[O:8])[OH:59].[CH2:1]([NH+:28]([CH2:29][CH3:30])[CH2:33][CH3:32])[CH3:2], predict the reactants needed to synthesize it. The reactants are: [CH2:1]1N([P:7]([O:10][CH2:11][C@H:12]2[O:16][C@@H:15]([N:17]3[C:23](=[O:24])[NH:22][C:20](=[O:21])[C:19]([I:25])=[CH:18]3)[C@H:14]([OH:26])[C@@H:13]2[OH:27])([OH:9])=[O:8])CCO[CH2:2]1.[N:28]1[CH:33]=[CH:32]C=[CH:30][CH:29]=1.[CH2:34]([OH:49])[C@H:35]1[O:40][C@H:39]([O:41][P:42](O)([OH:44])=[O:43])[C@H:38]([OH:46])[C@@H:37]([OH:47])[C@H:36]1[OH:48].N1C=NN=N1.CN(C=[O:59])C. (2) The reactants are: [F:1][C:2]([F:54])([F:53])[C:3]1[CH:4]=[C:5]([C@H:13]2[O:17][C:16](=[O:18])[N:15]3[C@H:19]([C:22]4[C:27]([C:28]5[CH:29]=[C:30]([C:36]6[CH:41]=[CH:40][C:39]([C:42]([O:44]C)=[O:43])=[CH:38][C:37]=6[CH3:46])[CH:31]=[CH:32][C:33]=5[O:34][CH3:35])=[CH:26][C:25]([CH:47]([CH3:49])[CH3:48])=[C:24]([N:50]([CH3:52])[CH3:51])[N:23]=4)[CH2:20][CH2:21][C@@H:14]23)[CH:6]=[C:7]([C:9]([F:12])([F:11])[F:10])[CH:8]=1.[OH-].[Li+]. Given the product [F:53][C:2]([F:1])([F:54])[C:3]1[CH:4]=[C:5]([C@H:13]2[O:17][C:16](=[O:18])[N:15]3[C@H:19]([C:22]4[C:27]([C:28]5[CH:29]=[C:30]([C:36]6[CH:41]=[CH:40][C:39]([C:42]([OH:44])=[O:43])=[CH:38][C:37]=6[CH3:46])[CH:31]=[CH:32][C:33]=5[O:34][CH3:35])=[CH:26][C:25]([CH:47]([CH3:49])[CH3:48])=[C:24]([N:50]([CH3:51])[CH3:52])[N:23]=4)[CH2:20][CH2:21][C@@H:14]23)[CH:6]=[C:7]([C:9]([F:10])([F:12])[F:11])[CH:8]=1, predict the reactants needed to synthesize it. (3) Given the product [C:27]([O:31][C:32](=[O:43])[NH:33][CH2:34][CH2:35][CH:36]([NH:42][C:6](=[O:7])[C:5]1[CH:9]=[CH:10][C:2]([Cl:1])=[C:3]([NH:11][C:12]([C:14]2[C:15](=[O:26])[NH:16][C:17]3[C:22]([CH:23]=2)=[CH:21][N:20]=[C:19]([O:24][CH3:25])[CH:18]=3)=[O:13])[CH:4]=1)[C:37]1[CH:41]=[CH:40][S:39][CH:38]=1)([CH3:30])([CH3:28])[CH3:29], predict the reactants needed to synthesize it. The reactants are: [Cl:1][C:2]1[CH:10]=[CH:9][C:5]([C:6](O)=[O:7])=[CH:4][C:3]=1[NH:11][C:12]([C:14]1[C:15](=[O:26])[NH:16][C:17]2[C:22]([CH:23]=1)=[CH:21][N:20]=[C:19]([O:24][CH3:25])[CH:18]=2)=[O:13].[C:27]([O:31][C:32](=[O:43])[NH:33][CH2:34][CH2:35][CH:36]([NH2:42])[C:37]1[CH:41]=[CH:40][S:39][CH:38]=1)([CH3:30])([CH3:29])[CH3:28]. (4) Given the product [Br:1][C:2]1[C:6]2[CH:7]=[N:8][C:9]([NH:11][C:36]([NH:56][C@@H:54]([C:48]3[CH:53]=[CH:52][CH:51]=[CH:50][CH:49]=3)[CH3:55])=[O:37])=[CH:10][C:5]=2[N:4]([C:12]([C:13]2[CH:18]=[CH:17][CH:16]=[CH:15][CH:14]=2)([C:19]2[CH:20]=[CH:21][CH:22]=[CH:23][CH:24]=2)[C:25]2[CH:26]=[CH:27][CH:28]=[CH:29][CH:30]=2)[N:3]=1, predict the reactants needed to synthesize it. The reactants are: [Br:1][C:2]1[C:6]2[CH:7]=[N:8][C:9]([NH2:11])=[CH:10][C:5]=2[N:4]([C:12]([C:25]2[CH:30]=[CH:29][CH:28]=[CH:27][CH:26]=2)([C:19]2[CH:24]=[CH:23][CH:22]=[CH:21][CH:20]=2)[C:13]2[CH:18]=[CH:17][CH:16]=[CH:15][CH:14]=2)[N:3]=1.C1N=CN([C:36](N2C=NC=C2)=[O:37])C=1.N1C=CN=C1.[C:48]1([C@H:54]([NH2:56])[CH3:55])[CH:53]=[CH:52][CH:51]=[CH:50][CH:49]=1. (5) Given the product [C:25](=[O:24])([OH:28])[O-:34].[CH2:2]([NH+:1]([CH2:26][CH3:25])[CH2:18][CH3:17])[CH3:3], predict the reactants needed to synthesize it. The reactants are: [N:1]12[CH2:26][CH2:25][O:24]CCO[CH2:17][CH2:18][N:1]([CH2:2][CH2:3]OCCO[CH2:17][CH2:18]1)[CH2:26][CH2:25][O:24]CCO[CH2:3][CH2:2]2.[Al].[O-:28][Mn](=O)(=O)=O.[K+].[OH2:34]. (6) Given the product [C:39]([O:38][CH2:37][C@@H:35]1[CH2:34][O:33][C:32](=[O:31])[N:36]1[C:2]1[CH:7]=[CH:6][C:5]([C:8]([N:10]2[CH2:15][CH2:14][N:13]([C:16]3[C:21]([CH3:22])=[CH:20][C:19]([CH3:23])=[CH:18][N:17]=3)[CH2:12][CH2:11]2)=[O:9])=[C:4]([N:24]2[CH2:28][CH2:27][CH2:26][S:25]2(=[O:30])=[O:29])[CH:3]=1)(=[O:46])[C:40]1[CH:41]=[CH:42][CH:43]=[CH:44][CH:45]=1, predict the reactants needed to synthesize it. The reactants are: Br[C:2]1[CH:7]=[CH:6][C:5]([C:8]([N:10]2[CH2:15][CH2:14][N:13]([C:16]3[C:21]([CH3:22])=[CH:20][C:19]([CH3:23])=[CH:18][N:17]=3)[CH2:12][CH2:11]2)=[O:9])=[C:4]([N:24]2[CH2:28][CH2:27][CH2:26][S:25]2(=[O:30])=[O:29])[CH:3]=1.[O:31]=[C:32]1[NH:36][C@H:35]([CH2:37][O:38][C:39](=[O:46])[C:40]2[CH:45]=[CH:44][CH:43]=[CH:42][CH:41]=2)[CH2:34][O:33]1.